Task: Predict the reaction yield, written as a fraction of the theoretical maximum amount of product (1.0 means a 100% yield; for example, 0.34 means a 34% yield).. Dataset: Reaction yield outcomes from USPTO patents with 853,638 reactions (1) The reactants are [Br:1][C:2]1[CH:3]=[C:4]([S:9](Cl)(=[O:11])=[O:10])[CH:5]=[CH:6][C:7]=1[F:8].[CH3:13][N:14]([CH3:20])[CH:15]1[CH2:19][CH2:18][NH:17][CH2:16]1. The catalyst is O1CCCC1. The product is [Br:1][C:2]1[CH:3]=[C:4]([S:9]([N:17]2[CH2:18][CH2:19][CH:15]([N:14]([CH3:20])[CH3:13])[CH2:16]2)(=[O:11])=[O:10])[CH:5]=[CH:6][C:7]=1[F:8]. The yield is 0.690. (2) The reactants are Cl.[NH2:2][OH:3].N1C=CC=CC=1.[C:10]([C:13]1[CH:38]=[CH:37][C:16]([CH2:17][NH:18][C:19]2[C:29]3[CH2:28][CH2:27][N:26]([C:30](=[O:35])[C:31]([F:34])([F:33])[F:32])[CH2:25][CH2:24][C:23]=3[CH:22]=[CH:21][C:20]=2[Cl:36])=[CH:15][CH:14]=1)(=O)[CH3:11]. The catalyst is C(O)C. The product is [Cl:36][C:20]1[CH:21]=[CH:22][C:23]2[CH2:24][CH2:25][N:26]([C:30](=[O:35])[C:31]([F:34])([F:32])[F:33])[CH2:27][CH2:28][C:29]=2[C:19]=1[NH:18][CH2:17][C:16]1[CH:15]=[CH:14][C:13]([C:10](=[N:2][OH:3])[CH3:11])=[CH:38][CH:37]=1. The yield is 0.940.